From a dataset of Full USPTO retrosynthesis dataset with 1.9M reactions from patents (1976-2016). Predict the reactants needed to synthesize the given product. (1) Given the product [CH3:1][C:2]1([CH3:22])[CH2:7][O:6][C:5]2([CH2:21][CH2:20][CH2:19][C:11]3=[N:12][CH:13]=[C:14]([NH2:16])[CH:15]=[C:10]3[CH2:9][CH2:8]2)[O:4][CH2:3]1, predict the reactants needed to synthesize it. The reactants are: [CH3:1][C:2]1([CH3:22])[CH2:7][O:6][C:5]2([CH2:21][CH2:20][CH2:19][C:11]3=[N:12][CH:13]=[C:14]([N+:16]([O-])=O)[CH:15]=[C:10]3[CH2:9][CH2:8]2)[O:4][CH2:3]1. (2) Given the product [CH3:1][O:2][C:3](=[O:15])[C:4]1[CH:13]=[C:12]([Cl:14])[CH:11]=[C:6]([C:7]([OH:9])=[O:8])[CH:5]=1, predict the reactants needed to synthesize it. The reactants are: [CH3:1][O:2][C:3](=[O:15])[C:4]1[CH:13]=[C:12]([Cl:14])[CH:11]=[C:6]([C:7]([O:9]C)=[O:8])[CH:5]=1.[OH-].[Na+]. (3) Given the product [C:27]([OH:33])(=[O:29])[CH3:28].[CH2:3]([N:11]([CH3:26])[C:12]1[N:13]=[C:14]([N:15]([CH2:17][C:18]2[CH:23]=[CH:22][CH:21]=[CH:20][CH:19]=2)[CH3:16])[NH:24][C:32]([CH3:34])([CH3:31])[N:25]=1)[CH2:4][CH2:5][CH2:6][CH2:7][CH2:8][CH2:9][CH3:10], predict the reactants needed to synthesize it. The reactants are: Cl.Cl.[CH2:3]([N:11]([CH3:26])[C:12](=[NH:25])[NH:13][C:14](=[NH:24])[N:15]([CH2:17][C:18]1[CH:23]=[CH:22][CH:21]=[CH:20][CH:19]=1)[CH3:16])[CH2:4][CH2:5][CH2:6][CH2:7][CH2:8][CH2:9][CH3:10].[CH2:27]([OH:29])[CH3:28].Cl.[CH3:31][C:32]([CH3:34])=[O:33]. (4) Given the product [C:4]([Si:1]([CH3:3])([CH3:2])[O:19][C:16]([O:8][Si:1]([CH3:3])([CH3:2])[C:4]([CH3:7])([CH3:6])[CH3:5])=[O:17])([CH3:7])([CH3:6])[CH3:5], predict the reactants needed to synthesize it. The reactants are: [Si:1]([O:8]S(C(F)(F)F)(=O)=O)([C:4]([CH3:7])([CH3:6])[CH3:5])([CH3:3])[CH3:2].[C:16]([O-:19])(O)=[O:17].[Na+]. (5) Given the product [OH:28][CH2:27][C@H:24]1[CH2:25][CH2:26][N:22]([C:3]2[C:2]([C:33]3[CH:34]=[N:29][CH:30]=[N:31][CH:32]=3)=[CH:21][C:6]([C:7]([NH:9][C:10]3[CH:15]=[CH:14][C:13]([S:16][C:17]([F:20])([F:19])[F:18])=[CH:12][CH:11]=3)=[O:8])=[CH:5][N:4]=2)[CH2:23]1, predict the reactants needed to synthesize it. The reactants are: Br[C:2]1[C:3]([N:22]2[CH2:26][CH2:25][C@H:24]([CH2:27][OH:28])[CH2:23]2)=[N:4][CH:5]=[C:6]([CH:21]=1)[C:7]([NH:9][C:10]1[CH:15]=[CH:14][C:13]([S:16][C:17]([F:20])([F:19])[F:18])=[CH:12][CH:11]=1)=[O:8].[N:29]1[CH:34]=[C:33](B(O)O)[CH:32]=[N:31][CH:30]=1. (6) Given the product [CH3:1][O:2][C:3]1[CH:8]=[CH:7][C:6]([N+:18]([O-:20])=[O:19])=[CH:5][C:4]=1[CH:9]1[CH2:13][CH2:12][N:11]([C:14](=[O:17])[CH2:15][CH3:16])[CH2:10]1, predict the reactants needed to synthesize it. The reactants are: [CH3:1][O:2][C:3]1[CH:8]=[CH:7][CH:6]=[CH:5][C:4]=1[CH:9]1[CH2:13][CH2:12][N:11]([C:14](=[O:17])[CH2:15][CH3:16])[CH2:10]1.[N+:18]([O-])([OH:20])=[O:19].S(=O)(=O)(O)O.[OH-].[Na+]. (7) Given the product [NH:21]1[C:22]([C:23]2[CH:28]=[C:27]([C:9]3[S:10][C:5]4[C:4]([N:12]5[CH2:17][CH2:16][O:15][CH2:14][CH2:13]5)=[N:3][C:2]([Cl:1])=[N:7][C:6]=4[CH:8]=3)[CH:26]=[CH:25][CH:24]=2)=[N:18][N:19]=[N:20]1, predict the reactants needed to synthesize it. The reactants are: [Cl:1][C:2]1[N:3]=[C:4]([N:12]2[CH2:17][CH2:16][O:15][CH2:14][CH2:13]2)[C:5]2[S:10][C:9](I)=[CH:8][C:6]=2[N:7]=1.[N:18]1[NH:19][N:20]=[N:21][C:22]=1[C:23]1[CH:24]=[C:25](B(O)O)[CH:26]=[CH:27][CH:28]=1. (8) Given the product [Br:24][C:21]1[S:20][C:19]([C:17]2[N:18]=[CH:25][N:11]([CH:5]3[CH:6]4[CH2:9][CH2:10][N:3]([CH2:8][CH2:7]4)[CH2:4]3)[N:12]=2)=[CH:23][CH:22]=1, predict the reactants needed to synthesize it. The reactants are: Cl.Cl.[N:3]12[CH2:10][CH2:9][CH:6]([CH2:7][CH2:8]1)[CH:5]([NH:11][NH2:12])[CH2:4]2.Cl.C(O[C:17]([C:19]1[S:20][C:21]([Br:24])=[CH:22][CH:23]=1)=[NH:18])C.[CH2:25](N(CC)CC)C.